From a dataset of Forward reaction prediction with 1.9M reactions from USPTO patents (1976-2016). Predict the product of the given reaction. (1) Given the reactants [OH-].[Na+].[CH3:3][C:4]1([CH3:11])[NH:8][C:7](=[O:9])[CH2:6][C:5]1=[O:10].Br[C:13]1[CH:14]=[C:15]([CH3:19])[CH:16]=[CH:17][CH:18]=1.C1(P(C2C=CC=CC=2)C2C=CC=CC=2)C=CC=CC=1.Cl, predict the reaction product. The product is: [CH3:3][C:4]1([CH3:11])[NH:8][C:7](=[O:9])[CH:6]([C:13]2[CH:18]=[CH:17][CH:16]=[C:15]([CH3:19])[CH:14]=2)[C:5]1=[O:10]. (2) Given the reactants [F:1][C:2]([F:33])([F:32])[C:3]1[CH:4]=[C:5]([C@H:13]2[S:17][C:16](=[O:18])[N:15]([CH2:19][C:20]3[CH:25]=[C:24]([C:26]([F:29])([F:28])[F:27])[CH:23]=[CH:22][C:21]=3Br)[C@H:14]2[CH3:31])[CH:6]=[C:7]([C:9]([F:12])([F:11])[F:10])[CH:8]=1.[O-]P([O-])([O-])=O.[K+].[K+].[K+].C([O:46][C:47]([C:49]1[CH:54]=[CH:53][C:52]([C:55]2[CH:60]=[CH:59][C:58]([O:61][CH3:62])=[C:57](B(O)O)[CH:56]=2)=[C:51]([CH3:66])[CH:50]=1)=[O:48])(C)(C)C, predict the reaction product. The product is: [F:1][C:2]([F:33])([F:32])[C:3]1[CH:4]=[C:5]([C@H:13]2[S:17][C:16](=[O:18])[N:15]([CH2:19][C:20]3[CH:25]=[C:24]([C:26]([F:29])([F:28])[F:27])[CH:23]=[CH:22][C:21]=3[C:57]3[CH:56]=[C:55]([C:52]4[CH:53]=[CH:54][C:49]([C:47]([OH:48])=[O:46])=[CH:50][C:51]=4[CH3:66])[CH:60]=[CH:59][C:58]=3[O:61][CH3:62])[C@H:14]2[CH3:31])[CH:6]=[C:7]([C:9]([F:12])([F:11])[F:10])[CH:8]=1. (3) Given the reactants C(OC(=O)[NH:10][C@@H:11]1[CH2:16][CH2:15][CH2:14][CH2:13][C@@H:12]1[CH2:17][N:18]1[CH2:23][CH2:22][CH2:21][CH2:20][CH2:19]1)C1C=CC=CC=1, predict the reaction product. The product is: [N:18]1([CH2:17][C@H:12]2[CH2:13][CH2:14][CH2:15][CH2:16][C@H:11]2[NH2:10])[CH2:23][CH2:22][CH2:21][CH2:20][CH2:19]1.